Dataset: Forward reaction prediction with 1.9M reactions from USPTO patents (1976-2016). Task: Predict the product of the given reaction. (1) Given the reactants [OH:1][C:2]1[C:11]2[C:6](=[CH:7][CH:8]=[C:9]([I:12])[CH:10]=2)[N:5]([CH3:13])[C:4](=[O:14])[C:3]=1[C:15]([O:17]C(C)(C)C)=[O:16].Cl(O)(=O)(=O)=O, predict the reaction product. The product is: [OH:1][C:2]1[C:11]2[C:6](=[CH:7][CH:8]=[C:9]([I:12])[CH:10]=2)[N:5]([CH3:13])[C:4](=[O:14])[C:3]=1[C:15]([OH:17])=[O:16]. (2) Given the reactants BrBr.[S-:3][C:4]#[N:5].[K+].[CH2:7]([S:9]([CH:11]1[C:20]2[C:15](=[CH:16][CH:17]=[C:18]([C:21]([F:24])([F:23])[F:22])[CH:19]=2)[NH:14][CH2:13][CH2:12]1)=[O:10])[CH3:8].N.[CH3:26][S:27]([OH:30])(=[O:29])=[O:28], predict the reaction product. The product is: [CH3:26][S:27]([OH:30])(=[O:29])=[O:28].[NH:5]=[C:4]1[N:14]2[C:15]3[C:20]([CH:11]([S:9]([CH2:7][CH3:8])=[O:10])[CH2:12][CH2:13]2)=[CH:19][C:18]([C:21]([F:23])([F:22])[F:24])=[CH:17][C:16]=3[S:3]1. (3) Given the reactants C(O[BH-](OC(=O)C)OC(=O)C)(=O)C.[Na+].[NH:15]1[CH2:20][CH2:19][NH:18][CH2:17][C:16]1=[O:21].[NH2:22][C:23]1[C:24]2[C:31]([C:32]3[CH:37]=[CH:36][C:35]([NH:38][C:39]4[O:40][C:41]5[CH:47]=[CH:46][C:45]([CH3:48])=[CH:44][C:42]=5[N:43]=4)=[C:34]([F:49])[CH:33]=3)=[CH:30][N:29]([CH:50]3[CH2:55][CH2:54][C:53](=O)[CH2:52][CH2:51]3)[C:25]=2[N:26]=[CH:27][N:28]=1.C(O)(=O)C, predict the reaction product. The product is: [NH2:22][C:23]1[C:24]2[C:31]([C:32]3[CH:37]=[CH:36][C:35]([NH:38][C:39]4[O:40][C:41]5[CH:47]=[CH:46][C:45]([CH3:48])=[CH:44][C:42]=5[N:43]=4)=[C:34]([F:49])[CH:33]=3)=[CH:30][N:29]([C@H:50]3[CH2:51][CH2:52][C@H:53]([N:18]4[CH2:19][CH2:20][NH:15][C:16](=[O:21])[CH2:17]4)[CH2:54][CH2:55]3)[C:25]=2[N:26]=[CH:27][N:28]=1. (4) Given the reactants Cl.[NH2:2][OH:3].[N:4]1[CH:9]=[CH:8][CH:7]=[CH:6][CH:5]=1.N[C@H]1C[C@@H:14]([C:16]([OH:18])=O)C=C1, predict the reaction product. The product is: [OH:3][N:2]=[C:8]([CH3:7])[CH2:9][N:4]1[CH2:5][CH2:6][CH2:14][C:16]1=[O:18]. (5) Given the reactants Br[C:2]1([CH2:10][C:11]([O:13][Si:14]([C:17]([CH3:20])([CH3:19])[CH3:18])([CH3:16])[CH3:15])=[O:12])[C:6](=O)[O:5][C:4]([CH3:9])([CH3:8])[O:3]1.N12CCCN=C1CCCCC2, predict the reaction product. The product is: [CH3:8][C:4]1([CH3:9])[O:5][CH2:6]/[C:2](=[CH:10]/[C:11]([O:13][Si:14]([C:17]([CH3:20])([CH3:19])[CH3:18])([CH3:15])[CH3:16])=[O:12])/[O:3]1. (6) The product is: [CH3:26][O:27][CH2:28][C:4]1([C:7]([O:9][CH3:10])=[O:8])[CH2:3][CH2:2][N:1]([C:11]([O:13][C:14]([CH3:17])([CH3:16])[CH3:15])=[O:12])[CH2:6][CH2:5]1. Given the reactants [N:1]1([C:11]([O:13][C:14]([CH3:17])([CH3:16])[CH3:15])=[O:12])[CH2:6][CH2:5][CH:4]([C:7]([O:9][CH3:10])=[O:8])[CH2:3][CH2:2]1.C([N-]C(C)C)(C)C.[Li+].[CH3:26][O:27][CH2:28]Cl, predict the reaction product. (7) Given the reactants Cl[CH:2]1[NH:7][CH2:6][CH2:5][N:4]2[C:8]([CH2:11][CH3:12])=[N:9][N:10]=[C:3]12, predict the reaction product. The product is: [CH2:11]([C:8]1[N:4]2[CH2:5][CH2:6][NH:7][CH2:2][C:3]2=[N:10][N:9]=1)[CH3:12]. (8) Given the reactants [CH3:1][C:2]1[CH:3]=[C:4]([CH:6]=[CH:7][C:8]=1[CH3:9])[NH2:5].[C:10](Cl)(=[O:19])/[CH:11]=[CH:12]/[C:13]1[CH:18]=[CH:17][CH:16]=[CH:15][CH:14]=1, predict the reaction product. The product is: [CH3:1][C:2]1[CH:3]=[C:4]([NH:5][C:10](=[O:19])/[CH:11]=[CH:12]/[C:13]2[CH:18]=[CH:17][CH:16]=[CH:15][CH:14]=2)[CH:6]=[CH:7][C:8]=1[CH3:9].